From a dataset of NCI-60 drug combinations with 297,098 pairs across 59 cell lines. Regression. Given two drug SMILES strings and cell line genomic features, predict the synergy score measuring deviation from expected non-interaction effect. (1) Drug 1: C1CC(=O)NC(=O)C1N2CC3=C(C2=O)C=CC=C3N. Drug 2: C1=CC(=CC=C1C#N)C(C2=CC=C(C=C2)C#N)N3C=NC=N3. Cell line: HCT116. Synergy scores: CSS=6.34, Synergy_ZIP=1.45, Synergy_Bliss=4.51, Synergy_Loewe=4.56, Synergy_HSA=4.75. (2) Drug 1: CC1=C(C=C(C=C1)NC2=NC=CC(=N2)N(C)C3=CC4=NN(C(=C4C=C3)C)C)S(=O)(=O)N.Cl. Drug 2: C1C(C(OC1N2C=NC3=C(N=C(N=C32)Cl)N)CO)O. Cell line: UACC62. Synergy scores: CSS=5.31, Synergy_ZIP=-0.0602, Synergy_Bliss=1.86, Synergy_Loewe=-5.31, Synergy_HSA=1.79. (3) Drug 1: CC12CCC(CC1=CCC3C2CCC4(C3CC=C4C5=CN=CC=C5)C)O. Drug 2: C1CC(=O)NC(=O)C1N2C(=O)C3=CC=CC=C3C2=O. Cell line: K-562. Synergy scores: CSS=18.2, Synergy_ZIP=0.697, Synergy_Bliss=3.33, Synergy_Loewe=-5.97, Synergy_HSA=1.55. (4) Drug 1: CC12CCC3C(C1CCC2O)C(CC4=C3C=CC(=C4)O)CCCCCCCCCS(=O)CCCC(C(F)(F)F)(F)F. Drug 2: C(CC(=O)O)C(=O)CN.Cl. Cell line: PC-3. Synergy scores: CSS=12.6, Synergy_ZIP=-4.11, Synergy_Bliss=-3.39, Synergy_Loewe=-3.68, Synergy_HSA=-3.53. (5) Drug 1: CCCCC(=O)OCC(=O)C1(CC(C2=C(C1)C(=C3C(=C2O)C(=O)C4=C(C3=O)C=CC=C4OC)O)OC5CC(C(C(O5)C)O)NC(=O)C(F)(F)F)O. Drug 2: N.N.Cl[Pt+2]Cl. Cell line: MDA-MB-435. Synergy scores: CSS=50.8, Synergy_ZIP=-1.43, Synergy_Bliss=2.03, Synergy_Loewe=-6.04, Synergy_HSA=-2.51. (6) Drug 1: CC1=C(C(=CC=C1)Cl)NC(=O)C2=CN=C(S2)NC3=CC(=NC(=N3)C)N4CCN(CC4)CCO. Drug 2: CCN(CC)CCCC(C)NC1=C2C=C(C=CC2=NC3=C1C=CC(=C3)Cl)OC. Cell line: CAKI-1. Synergy scores: CSS=24.8, Synergy_ZIP=-5.47, Synergy_Bliss=-0.373, Synergy_Loewe=-16.9, Synergy_HSA=-0.157. (7) Drug 1: CC1=C(C=C(C=C1)NC(=O)C2=CC=C(C=C2)CN3CCN(CC3)C)NC4=NC=CC(=N4)C5=CN=CC=C5. Drug 2: C1=CC=C(C(=C1)C(C2=CC=C(C=C2)Cl)C(Cl)Cl)Cl. Cell line: CAKI-1. Synergy scores: CSS=-5.08, Synergy_ZIP=2.86, Synergy_Bliss=-0.627, Synergy_Loewe=-6.38, Synergy_HSA=-6.06. (8) Synergy scores: CSS=8.25, Synergy_ZIP=2.96, Synergy_Bliss=7.26, Synergy_Loewe=6.44, Synergy_HSA=6.62. Drug 2: CCC1(CC2CC(C3=C(CCN(C2)C1)C4=CC=CC=C4N3)(C5=C(C=C6C(=C5)C78CCN9C7C(C=CC9)(C(C(C8N6C=O)(C(=O)OC)O)OC(=O)C)CC)OC)C(=O)OC)O.OS(=O)(=O)O. Drug 1: CC1=CC=C(C=C1)C2=CC(=NN2C3=CC=C(C=C3)S(=O)(=O)N)C(F)(F)F. Cell line: A498. (9) Drug 1: CS(=O)(=O)CCNCC1=CC=C(O1)C2=CC3=C(C=C2)N=CN=C3NC4=CC(=C(C=C4)OCC5=CC(=CC=C5)F)Cl. Drug 2: N.N.Cl[Pt+2]Cl. Cell line: HT29. Synergy scores: CSS=18.4, Synergy_ZIP=-8.19, Synergy_Bliss=1.35, Synergy_Loewe=-11.0, Synergy_HSA=-2.04. (10) Drug 1: CN1CCC(CC1)COC2=C(C=C3C(=C2)N=CN=C3NC4=C(C=C(C=C4)Br)F)OC. Drug 2: CC(CN1CC(=O)NC(=O)C1)N2CC(=O)NC(=O)C2. Cell line: OVCAR-4. Synergy scores: CSS=9.24, Synergy_ZIP=-4.89, Synergy_Bliss=-4.12, Synergy_Loewe=-1.03, Synergy_HSA=-1.11.